From a dataset of Reaction yield outcomes from USPTO patents with 853,638 reactions. Predict the reaction yield, written as a fraction of the theoretical maximum amount of product (1.0 means a 100% yield; for example, 0.34 means a 34% yield). (1) The reactants are [C:1]1([CH3:23])[CH:6]=[CH:5][C:4]([S:7]([CH2:10][CH2:11][O:12][C:13](=[O:22])[CH2:14][O:15][C:16]2[CH:21]=[CH:20][CH:19]=[CH:18][CH:17]=2)(=[O:9])=[O:8])=[CH:3][CH:2]=1.[Cl:24][S:25](O)(=[O:27])=[O:26]. The catalyst is C(Cl)Cl. The product is [C:1]1([CH3:23])[CH:2]=[CH:3][C:4]([S:7]([CH2:10][CH2:11][O:12][C:13](=[O:22])[CH2:14][O:15][C:16]2[CH:17]=[CH:18][C:19]([S:25]([Cl:24])(=[O:27])=[O:26])=[CH:20][CH:21]=2)(=[O:9])=[O:8])=[CH:5][CH:6]=1. The yield is 0.870. (2) The reactants are [NH2:1][C:2]([NH:4][C:5]1[CH:9]=[CH:8][S:7][C:6]=1[C:10]([O:12]C)=O)=[O:3].[OH-].[Na+].S(=O)(=O)(O)O. The catalyst is CO.O. The product is [NH:4]1[C:5]2[CH:9]=[CH:8][S:7][C:6]=2[C:10](=[O:12])[NH:1][C:2]1=[O:3]. The yield is 0.660. (3) The reactants are [C:1]([Cl:6])(=O)[C:2](Cl)=O.OC1C2[C:12](=[CH:13][CH:14]=[C:15]([CH3:18])[CH:16]=2)[N:11]([C:19]2[CH:24]=[CH:23][CH:22]=[CH:21][CH:20]=2)[C:10](=[O:25])[C:9]=1[C:26]([O:28][CH2:29][CH3:30])=[O:27]. The catalyst is CN(C=O)C. The product is [CH2:29]([O:28][C:26]([C:9]1[C:10](=[O:25])[N:11]([C:19]2[CH:20]=[CH:21][CH:22]=[CH:23][CH:24]=2)[C:12]2[C:2]([C:1]=1[Cl:6])=[CH:16][C:15]([CH3:18])=[CH:14][CH:13]=2)=[O:27])[CH3:30]. The yield is 0.970. (4) The reactants are [N:1]1[CH:6]=[CH:5][CH:4]=[CH:3][C:2]=1[CH:7]([C:9]1([C:17]2[CH:22]=[CH:21][N:20]=[C:19]([C:23]([F:26])([F:25])[F:24])[CH:18]=2)[CH2:12][C:11]2(OCC[O:13]2)[CH2:10]1)[OH:8].Cl.[OH-].[Na+]. The catalyst is CC(C)=O. The product is [OH:8][CH:7]([C:2]1[CH:3]=[CH:4][CH:5]=[CH:6][N:1]=1)[C:9]1([C:17]2[CH:22]=[CH:21][N:20]=[C:19]([C:23]([F:26])([F:24])[F:25])[CH:18]=2)[CH2:10][C:11](=[O:13])[CH2:12]1. The yield is 0.920. (5) The reactants are [CH3:1][S:2]([NH:5][C:6]1[CH:7]=[C:8]2[C:12](=[CH:13][CH:14]=1)[N:11]([CH2:15][C:16]([O:18]C)=[O:17])[C:10](=[O:20])[CH2:9]2)(=[O:4])=[O:3].Cl. The catalyst is O1CCOCC1. The product is [CH3:1][S:2]([NH:5][C:6]1[CH:7]=[C:8]2[C:12](=[CH:13][CH:14]=1)[N:11]([CH2:15][C:16]([OH:18])=[O:17])[C:10](=[O:20])[CH2:9]2)(=[O:3])=[O:4]. The yield is 1.00. (6) The reactants are [I-].C[S+](C)(C)=O.[CH3:7]C(O)(C)C.[CH2:12]([O:19][C:20]1[CH:25]=[CH:24][C:23](/[CH:26]=[CH:27]/[N+:28]([O-:30])=[O:29])=[CH:22][CH:21]=1)[C:13]1[CH:18]=[CH:17][CH:16]=[CH:15][CH:14]=1.O. The catalyst is CS(C)=O. The product is [CH2:12]([O:19][C:20]1[CH:25]=[CH:24][C:23]([C@@H:26]2[CH2:7][C@H:27]2[N+:28]([O-:30])=[O:29])=[CH:22][CH:21]=1)[C:13]1[CH:14]=[CH:15][CH:16]=[CH:17][CH:18]=1. The yield is 0.260. (7) The reactants are [C:1]([O:5][C:6]([NH:8][C@H:9]1[C:26]2[CH:27]=[C:22]([C:23](OS(C(F)(F)F)(=O)=O)=[CH:24][CH:25]=2)[C:21]2=[CH:36][C:17](=[CH:18][CH:19]=[C:20]2OS(C(F)(F)F)(=O)=O)[CH2:16][C@@H:15]([C:45]([O:47][CH3:48])=[O:46])[NH:14][C:13](=[O:49])[C@H:12]([CH3:50])[NH:11][C:10]1=[O:51])=[O:7])([CH3:4])([CH3:3])[CH3:2].C(O)=O.CCN(CC)CC. The catalyst is CN(C=O)C.CCOC(C)=O.C1C=CC(P(C2C=CC=CC=2)[C-]2C=CC=C2)=CC=1.C1C=CC(P(C2C=CC=CC=2)[C-]2C=CC=C2)=CC=1.Cl[Pd]Cl.[Fe+2]. The product is [C:1]([O:5][C:6]([NH:8][C@H:9]1[C:26]2[CH:27]=[C:22]([CH:23]=[CH:24][CH:25]=2)[C:21]2=[CH:36][C:17](=[CH:18][CH:19]=[CH:20]2)[CH2:16][C@@H:15]([C:45]([O:47][CH3:48])=[O:46])[NH:14][C:13](=[O:49])[C@H:12]([CH3:50])[NH:11][C:10]1=[O:51])=[O:7])([CH3:4])([CH3:2])[CH3:3]. The yield is 0.860. (8) The product is [ClH:1].[ClH:1].[ClH:1].[C:4]1([N:10]2[CH2:15][CH2:14][N:13]([C:16]([O:18][CH2:19][CH2:20][N:21]3[CH2:26][CH2:25][N:24]([CH2:28][CH3:29])[CH2:23][CH2:22]3)=[O:17])[CH2:12][CH2:11]2)[CH:5]=[CH:6][CH:7]=[CH:8][CH:9]=1. The catalyst is CN(C=O)C.C(Cl)Cl.CCOCC. The reactants are [ClH:1].Cl.Cl.[C:4]1([N:10]2[CH2:15][CH2:14][N:13]([C:16]([O:18][CH2:19][CH2:20][N:21]3[CH2:26][CH2:25][NH:24][CH2:23][CH2:22]3)=[O:17])[CH2:12][CH2:11]2)[CH:9]=[CH:8][CH:7]=[CH:6][CH:5]=1.I[CH2:28][CH3:29].CCN(C(C)C)C(C)C.Cl. The yield is 0.520.